This data is from Peptide-MHC class I binding affinity with 185,985 pairs from IEDB/IMGT. The task is: Regression. Given a peptide amino acid sequence and an MHC pseudo amino acid sequence, predict their binding affinity value. This is MHC class I binding data. (1) The peptide sequence is ATQKIKTL. The MHC is H-2-Db with pseudo-sequence H-2-Db. The binding affinity (normalized) is 0. (2) The peptide sequence is ELQAQIAEL. The MHC is HLA-A02:01 with pseudo-sequence HLA-A02:01. The binding affinity (normalized) is 0.353. (3) The peptide sequence is PTPLSPPLR. The MHC is HLA-A11:01 with pseudo-sequence HLA-A11:01. The binding affinity (normalized) is 0.